This data is from Forward reaction prediction with 1.9M reactions from USPTO patents (1976-2016). The task is: Predict the product of the given reaction. (1) Given the reactants BrC1C=CC(NC(=CC([O-])=O)C(OC)=O)=C(OC)C=1.[CH3:20][O:21][C:22](=[O:45])[C:23]([NH:28][C:29]1[CH:34]=[C:33]([CH2:35][OH:36])[CH:32]=[CH:31][C:30]=1[O:37][CH2:38][C:39]1[CH:44]=[CH:43][CH:42]=[CH:41][CH:40]=1)=[CH:24][C:25]([O-:27])=O, predict the reaction product. The product is: [CH3:20][O:21][C:22]([C:23]1[CH:24]=[C:25]([OH:27])[C:34]2[C:29](=[C:30]([O:37][CH2:38][C:39]3[CH:44]=[CH:43][CH:42]=[CH:41][CH:40]=3)[CH:31]=[CH:32][C:33]=2[CH2:35][OH:36])[N:28]=1)=[O:45]. (2) Given the reactants [Cl:1][C:2]1[S:6][C:5]([C:7]([OH:9])=O)=[CH:4][CH:3]=1.F[P-](F)(F)(F)(F)F.N1(O[P+](N(C)C)(N(C)C)N(C)C)C2C=CC=CC=2N=N1.[I:37][C:38]1[CH:43]=[CH:42][C:41]([N:44]2[CH:48]=[CH:47][C:46]([CH2:49][NH2:50])=[CH:45]2)=[CH:40][CH:39]=1.O, predict the reaction product. The product is: [Cl:1][C:2]1[S:6][C:5]([C:7]([NH:50][CH2:49][C:46]2[CH:47]=[CH:48][N:44]([C:41]3[CH:42]=[CH:43][C:38]([I:37])=[CH:39][CH:40]=3)[CH:45]=2)=[O:9])=[CH:4][CH:3]=1.